From a dataset of Full USPTO retrosynthesis dataset with 1.9M reactions from patents (1976-2016). Predict the reactants needed to synthesize the given product. (1) Given the product [Cl:1][C:2]1[CH:3]=[C:4]([CH:19]=[CH:20][C:21]=1[C:22]([N:29]1[CH2:30][CH2:31][CH2:32][C@@H:28]1[CH2:27][O:26][CH3:25])=[O:24])[C:5]([NH:7][CH2:8][C:9]1[NH:13][C:12]2[CH:14]=[CH:15][C:16]([Cl:18])=[CH:17][C:11]=2[N:10]=1)=[O:6], predict the reactants needed to synthesize it. The reactants are: [Cl:1][C:2]1[CH:3]=[C:4]([CH:19]=[CH:20][C:21]=1[C:22]([OH:24])=O)[C:5]([NH:7][CH2:8][C:9]1[NH:13][C:12]2[CH:14]=[CH:15][C:16]([Cl:18])=[CH:17][C:11]=2[N:10]=1)=[O:6].[CH3:25][O:26][CH2:27][C@H:28]1[CH2:32][CH2:31][CH2:30][NH:29]1.CN(C(ON1N=NC2C=CC=CC1=2)=[N+](C)C)C.[B-](F)(F)(F)F.C(N(CC)CC)C. (2) Given the product [Cl:35][C:32]1[CH:33]=[CH:34][C:29]([NH:28][C:26]([NH:25][C:23]2[CH:22]=[CH:21][C:19]3[N:20]=[C:16]([NH:15][C:2]4[C:11]5[C:6](=[CH:7][C:8]([OH:14])=[C:9]([O:12][CH3:13])[CH:10]=5)[N:5]=[CH:4][N:3]=4)[S:17][C:18]=3[CH:24]=2)=[O:27])=[CH:30][C:31]=1[C:36]([F:38])([F:37])[F:39], predict the reactants needed to synthesize it. The reactants are: Cl[C:2]1[C:11]2[C:6](=[CH:7][C:8]([OH:14])=[C:9]([O:12][CH3:13])[CH:10]=2)[N:5]=[CH:4][N:3]=1.[NH2:15][C:16]1[S:17][C:18]2[CH:24]=[C:23]([NH:25][C:26]([NH:28][C:29]3[CH:34]=[CH:33][C:32]([Cl:35])=[C:31]([C:36]([F:39])([F:38])[F:37])[CH:30]=3)=[O:27])[CH:22]=[CH:21][C:19]=2[N:20]=1. (3) Given the product [Cl:1][C:2]1[N:7]=[C:6]([C:8]([NH:18][C:17]2[CH:19]=[CH:20][CH:21]=[C:15]([O:14][CH:11]([CH3:13])[CH3:12])[CH:16]=2)=[O:9])[CH:5]=[N:4][CH:3]=1, predict the reactants needed to synthesize it. The reactants are: [Cl:1][C:2]1[N:7]=[C:6]([C:8](Cl)=[O:9])[CH:5]=[N:4][CH:3]=1.[CH:11]([O:14][C:15]1[CH:16]=[C:17]([CH:19]=[CH:20][CH:21]=1)[NH2:18])([CH3:13])[CH3:12].